This data is from Catalyst prediction with 721,799 reactions and 888 catalyst types from USPTO. The task is: Predict which catalyst facilitates the given reaction. Product: [CH:7]1([C:10]2[CH:11]=[C:12]([C:31]3[CH:32]=[C:33]([F:38])[CH:34]=[C:35]([F:37])[CH:36]=3)[CH:13]=[CH:14][C:15]=2[N:16]2[C:25]3[C:20](=[CH:21][C:22]([S:26]([NH:1][C:2]4[CH:6]=[CH:5][O:4][N:3]=4)(=[O:28])=[O:27])=[CH:23][CH:24]=3)[CH:19]=[CH:18][C:17]2=[O:30])[CH2:9][CH2:8]1. The catalyst class is: 1. Reactant: [NH2:1][C:2]1[CH:6]=[CH:5][O:4][N:3]=1.[CH:7]1([C:10]2[CH:11]=[C:12]([C:31]3[CH:36]=[C:35]([F:37])[CH:34]=[C:33]([F:38])[CH:32]=3)[CH:13]=[CH:14][C:15]=2[N:16]2[C:25]3[C:20](=[CH:21][C:22]([S:26](Cl)(=[O:28])=[O:27])=[CH:23][CH:24]=3)[CH:19]=[CH:18][C:17]2=[O:30])[CH2:9][CH2:8]1.[Li+].C[Si]([N-][Si](C)(C)C)(C)C.C(O)(C(F)(F)F)=O.